From a dataset of Catalyst prediction with 721,799 reactions and 888 catalyst types from USPTO. Predict which catalyst facilitates the given reaction. (1) Reactant: [N:1]1([CH2:11][CH2:12][C:13]([OH:15])=O)[C:10]2[C:5](=[CH:6][CH:7]=[CH:8][CH:9]=2)[CH2:4][CH2:3][CH2:2]1.F[B-](F)(F)F.C1(=O)N(OC(N(C)C)=[N+](C)C)C(=O)CC1.C(N(CC)C(C)C)(C)C.[NH2:45][CH:46]([CH2:48][CH2:49][CH2:50][N:51]([CH2:54][CH3:55])[CH2:52][CH3:53])[CH3:47]. Product: [CH2:54]([N:51]([CH2:52][CH3:53])[CH2:50][CH2:49][CH2:48][CH:46]([NH:45][C:13](=[O:15])[CH2:12][CH2:11][N:1]1[C:10]2[C:5](=[CH:6][CH:7]=[CH:8][CH:9]=2)[CH2:4][CH2:3][CH2:2]1)[CH3:47])[CH3:55]. The catalyst class is: 3. (2) The catalyst class is: 7. Reactant: OCC[O:20][C:17]1[CH:18]=[CH:19][C:14](S([C:14]2[CH:19]=[CH:18][C:17]([O:20]CCO)=[CH:16][CH:15]=2)(=O)=O)=[CH:15][CH:16]=1.C(N([CH2:29][CH3:30])CC)C. Product: [C:17]1(=[O:20])[C:16]2[C:15]([C:15]3[C:29]([CH:30]=2)=[CH:19][CH:18]=[CH:17][CH:16]=3)=[CH:14][CH:19]=[CH:18]1. (3) The catalyst class is: 29. Reactant: [N+:1]([C:4]1[CH:5]=[N:6][CH:7]=[CH:8][C:9]=1[N:10]1[CH2:15][CH2:14][CH2:13][CH2:12][CH2:11]1)([O-])=O. Product: [N:10]1([C:9]2[CH:8]=[CH:7][N:6]=[CH:5][C:4]=2[NH2:1])[CH2:11][CH2:12][CH2:13][CH2:14][CH2:15]1.